Dataset: Cav3 T-type calcium channel HTS with 100,875 compounds. Task: Binary Classification. Given a drug SMILES string, predict its activity (active/inactive) in a high-throughput screening assay against a specified biological target. (1) The molecule is O1Cc2c(n(nc2)CC(=O)N2CCN(CC2)C(OCC)=O)c2c1cccc2. The result is 0 (inactive). (2) The drug is Clc1c(S(=O)(=O)N2CCOCC2)ccc(OC)c1Cl. The result is 0 (inactive). (3) The compound is S1C(=S)N(CC2OCCC2)C(=O)C1. The result is 0 (inactive).